This data is from Forward reaction prediction with 1.9M reactions from USPTO patents (1976-2016). The task is: Predict the product of the given reaction. (1) Given the reactants [OH-].[Na+].[CH:3]1([C:9]2[O:14][C:13]3[C:15]([C:18]([O:20]C)=[O:19])=[CH:16][S:17][C:12]=3[C:11](=[O:22])[CH:10]=2)[CH2:8][CH2:7][CH2:6][CH2:5][CH2:4]1.Cl, predict the reaction product. The product is: [CH:3]1([C:9]2([C:3]3[CH:8]=[CH:7][CH:6]=[CH:5][CH:4]=3)[O:14][C:13]3[C:15]([C:18]([OH:20])=[O:19])=[CH:16][S:17][C:12]=3[C:11](=[O:22])[CH2:10]2)[CH2:8][CH2:7][CH2:6][CH2:5][CH2:4]1. (2) Given the reactants [CH2:1]=[CH:2][CH2:3][CH2:4][CH2:5][CH2:6][CH2:7][CH2:8][CH2:9][CH3:10].C([O:13][CH2:14][CH2:15][CH2:16][CH3:17])=C, predict the reaction product. The product is: [CH2:14]([O:13]/[CH:1]=[CH:2]\[CH2:3][CH2:4][CH2:5][CH2:6][CH2:7][CH2:8][CH2:9][CH3:10])[CH2:15][CH2:16][CH3:17].